Task: Predict the product of the given reaction.. Dataset: Forward reaction prediction with 1.9M reactions from USPTO patents (1976-2016) Given the reactants [CH3:1][C:2]([O:5][C:6]([NH:8][CH2:9][C@H:10]1[CH2:14][CH2:13][N:12]([C:15]([O:17][CH2:18][C:19]2[CH:24]=[CH:23][CH:22]=[CH:21][CH:20]=2)=[O:16])[CH2:11]1)=[O:7])([CH3:4])[CH3:3].[CH3:25]I.[H-].[Na+].O, predict the reaction product. The product is: [CH3:25][N:8]([CH2:9][C@H:10]1[CH2:14][CH2:13][N:12]([C:15]([O:17][CH2:18][C:19]2[CH:20]=[CH:21][CH:22]=[CH:23][CH:24]=2)=[O:16])[CH2:11]1)[C:6]([O:5][C:2]([CH3:1])([CH3:3])[CH3:4])=[O:7].